Dataset: Forward reaction prediction with 1.9M reactions from USPTO patents (1976-2016). Task: Predict the product of the given reaction. Given the reactants [C:1]([N:5]1[CH2:10][CH2:9][N:8]([C:11]2[C:20]3[C:15](=[CH:16][C:17]([Cl:23])=[C:18]([C:21]#[N:22])[CH:19]=3)[N:14]=[CH:13][N:12]=2)[CH2:7][CH:6]1[C:24]([NH2:26])=O)(=[O:4])[CH:2]=[CH2:3].CCN(CC)CC.FC(F)(F)C(OC(=O)C(F)(F)F)=O.O, predict the reaction product. The product is: [C:1]([N:5]1[CH2:10][CH2:9][N:8]([C:11]2[C:20]3[C:15](=[CH:16][C:17]([Cl:23])=[C:18]([C:21]#[N:22])[CH:19]=3)[N:14]=[CH:13][N:12]=2)[CH2:7][CH:6]1[C:24]#[N:26])(=[O:4])[CH:2]=[CH2:3].